Dataset: Full USPTO retrosynthesis dataset with 1.9M reactions from patents (1976-2016). Task: Predict the reactants needed to synthesize the given product. (1) Given the product [F:13][C:8]([F:14])([C:7]1[N:1]=[C:2]([NH2:4])[S:3][CH:6]=1)[C:9]([F:12])([F:11])[F:10], predict the reactants needed to synthesize it. The reactants are: [NH2:1][C:2]([NH2:4])=[S:3].Br[CH2:6][C:7](=O)[C:8]([F:14])([F:13])[C:9]([F:12])([F:11])[F:10].C(C1N=C(NC(NC2C=CC(OC)=CC=2C)=O)SC=1)C. (2) Given the product [Cl:1][C:2]1[N:3]=[C:4]([S:14][CH3:13])[C:5]2[CH:10]=[C:9]([CH3:11])[S:8][C:6]=2[N:7]=1, predict the reactants needed to synthesize it. The reactants are: [Cl:1][C:2]1[N:3]=[C:4](Cl)[C:5]2[CH:10]=[C:9]([CH3:11])[S:8][C:6]=2[N:7]=1.[CH3:13][SH:14].[Na].